Dataset: NCI-60 drug combinations with 297,098 pairs across 59 cell lines. Task: Regression. Given two drug SMILES strings and cell line genomic features, predict the synergy score measuring deviation from expected non-interaction effect. (1) Drug 1: C1=NC2=C(N1)C(=S)N=C(N2)N. Drug 2: CC=C1C(=O)NC(C(=O)OC2CC(=O)NC(C(=O)NC(CSSCCC=C2)C(=O)N1)C(C)C)C(C)C. Cell line: HCT116. Synergy scores: CSS=48.9, Synergy_ZIP=-0.987, Synergy_Bliss=-1.26, Synergy_Loewe=-3.43, Synergy_HSA=0.317. (2) Drug 1: C1=CC(=CC=C1CCCC(=O)O)N(CCCl)CCCl. Drug 2: C1CC(=O)NC(=O)C1N2C(=O)C3=CC=CC=C3C2=O. Cell line: OVCAR-5. Synergy scores: CSS=-1.51, Synergy_ZIP=-5.39, Synergy_Bliss=-6.87, Synergy_Loewe=-11.5, Synergy_HSA=-7.61. (3) Drug 1: C1CN1P(=S)(N2CC2)N3CC3. Drug 2: C(CC(=O)O)C(=O)CN.Cl. Cell line: IGROV1. Synergy scores: CSS=6.26, Synergy_ZIP=-3.83, Synergy_Bliss=-1.03, Synergy_Loewe=-1.07, Synergy_HSA=0.184. (4) Drug 1: CC1=C2C(C(=O)C3(C(CC4C(C3C(C(C2(C)C)(CC1OC(=O)C(C(C5=CC=CC=C5)NC(=O)C6=CC=CC=C6)O)O)OC(=O)C7=CC=CC=C7)(CO4)OC(=O)C)O)C)OC(=O)C. Drug 2: CC(C)CN1C=NC2=C1C3=CC=CC=C3N=C2N. Cell line: A549. Synergy scores: CSS=43.6, Synergy_ZIP=5.95, Synergy_Bliss=5.60, Synergy_Loewe=-6.19, Synergy_HSA=4.98. (5) Drug 1: C1CCC(CC1)NC(=O)N(CCCl)N=O. Drug 2: CC1=C(C(CCC1)(C)C)C=CC(=CC=CC(=CC(=O)O)C)C. Cell line: PC-3. Synergy scores: CSS=12.1, Synergy_ZIP=-5.27, Synergy_Bliss=-3.00, Synergy_Loewe=-2.94, Synergy_HSA=-3.20. (6) Drug 1: C1CN1P(=S)(N2CC2)N3CC3. Drug 2: C1C(C(OC1N2C=NC(=NC2=O)N)CO)O. Cell line: SK-MEL-5. Synergy scores: CSS=9.89, Synergy_ZIP=1.64, Synergy_Bliss=5.84, Synergy_Loewe=3.73, Synergy_HSA=3.69. (7) Drug 1: COC1=C(C=C2C(=C1)N=CN=C2NC3=CC(=C(C=C3)F)Cl)OCCCN4CCOCC4. Drug 2: CC12CCC3C(C1CCC2=O)CC(=C)C4=CC(=O)C=CC34C. Cell line: UO-31. Synergy scores: CSS=54.6, Synergy_ZIP=0.576, Synergy_Bliss=1.06, Synergy_Loewe=5.07, Synergy_HSA=5.54.